From a dataset of Reaction yield outcomes from USPTO patents with 853,638 reactions. Predict the reaction yield, written as a fraction of the theoretical maximum amount of product (1.0 means a 100% yield; for example, 0.34 means a 34% yield). (1) The reactants are [O-][CH2:2][CH3:3].[Na+].Cl.[C:6]([C:9]1[CH:14]=[CH:13][N:12]=[CH:11][CH:10]=1)(=[NH:8])[NH2:7].[CH:15]([CH:17]([CH:23]=O)[C:18]([O:20]CC)=[O:19])=O. The catalyst is C(O)C. The product is [CH2:2]([C:15]1[C:17]([C:18]([OH:20])=[O:19])=[CH:23][N:7]=[C:6]([C:9]2[CH:14]=[CH:13][N:12]=[CH:11][CH:10]=2)[N:8]=1)[CH3:3]. The yield is 0.150. (2) The reactants are C[O:2][C:3](=[O:14])[C:4]1[CH:9]=[CH:8][CH:7]=[C:6]([C:10](=[NH:13])[NH:11][OH:12])[CH:5]=1.C(N(C(C)C)CC)(C)C.[F:24][C:25]1[CH:33]=[CH:32][CH:31]=[CH:30][C:26]=1[C:27](Cl)=O. The catalyst is C1COCC1. The product is [F:24][C:25]1[CH:33]=[CH:32][CH:31]=[CH:30][C:26]=1[C:27]1[O:12][N:11]=[C:10]([C:6]2[CH:5]=[C:4]([CH:9]=[CH:8][CH:7]=2)[C:3]([OH:2])=[O:14])[N:13]=1. The yield is 0.830. (3) The reactants are [N:1]1[CH:2]=[CH:3][N:4]2[CH:9]=[CH:8][C:7]([CH2:10]O)=[CH:6][C:5]=12.C1C=CC(OP(OC2C=CC=CC=2)([N:21]=[N+:22]=[N-:23])=O)=CC=1.N12CCCN=C1CCCCC2. The catalyst is C1(C)C=CC=CC=1.C(Cl)Cl.O. The product is [N:21]([CH2:10][C:7]1[CH:8]=[CH:9][N:4]2[CH:3]=[CH:2][N:1]=[C:5]2[CH:6]=1)=[N+:22]=[N-:23]. The yield is 0.750. (4) The reactants are Cl[C:2]1[N:7]=[C:6]2[S:8][C:9]([NH:11][CH:12]([CH3:14])[CH3:13])=[N:10][C:5]2=[CH:4][CH:3]=1.[C:15]1(P(C2C=CC=CC=2)CCCP(C2C=CC=CC=2)C2C=CC=CC=2)C=CC=CC=1.[C:44]([O-:47])([O-])=[O:45].[K+].[K+]. The yield is 0.740. The catalyst is CO.CN(C=O)C.CC([O-])=O.CC([O-])=O.[Pd+2]. The product is [CH:12]([NH:11][C:9]1[S:8][C:6]2[C:5]([N:10]=1)=[CH:4][CH:3]=[C:2]([C:44]([O:47][CH3:15])=[O:45])[N:7]=2)([CH3:14])[CH3:13].